Dataset: Reaction yield outcomes from USPTO patents with 853,638 reactions. Task: Predict the reaction yield, written as a fraction of the theoretical maximum amount of product (1.0 means a 100% yield; for example, 0.34 means a 34% yield). The yield is 0.530. The product is [Cl:26][C:13]1([C:11]2[S:12][C:8]([C:6]([N:1]3[CH2:5][CH2:4][CH2:3][CH2:2]3)=[O:7])=[CH:9][N:10]=2)[CH2:22][CH2:21][C:16]2([O:20][CH2:19][CH2:18][O:17]2)[CH2:15][CH2:14]1. The reactants are [N:1]1([C:6]([C:8]2[S:12][C:11]([C:13]3(O)[CH2:22][CH2:21][C:16]4([O:20][CH2:19][CH2:18][O:17]4)[CH2:15][CH2:14]3)=[N:10][CH:9]=2)=[O:7])[CH2:5][CH2:4][CH2:3][CH2:2]1.S(Cl)([Cl:26])=O. The catalyst is N1C=CC=CC=1.